From a dataset of Experimentally validated miRNA-target interactions with 360,000+ pairs, plus equal number of negative samples. Binary Classification. Given a miRNA mature sequence and a target amino acid sequence, predict their likelihood of interaction. (1) The miRNA is rno-miR-382-5p with sequence GAAGUUGUUCGUGGUGGAUUCG. The protein sequence of the target gene is MEASWGSFNAERGWYVSVQQPEEAEAEELSPLLSNELHRQRSPGVSFGLSVFNLMNAIMGSGILGLAYVLANTGVFGFSFLLLTVALLASYSVHLLLSMCIQTAVTSYEDLGLFAFGLPGKLVVAGTIIIQNIGAMSSYLLIIKTELPAAIAEFLTGDYSRYWYLDGQTLLIIICVGIVFPLALLPKIGFLGYTSSLSFFFMMFFALVVIIKKWSIPCPLTLNYVEKGFQISNVTDDCKPKLFHFSKESAYALPTMAFSFLCHTSILPIYCELQSPSKKRMQNVTNTAIALSFLIYFISA.... Result: 0 (no interaction). (2) The miRNA is mmu-miR-1905 with sequence CACCAGUCCCACCACGCGGUAG. The protein sequence of the target gene is MADGGGGGGTGAVGGGGTSQASAGAATGATGASGGGGPINPASLPPGDPQLIALIVEQLKSRGLFDSFRRDCLADVDTKPAYQNLRQKVDNFVSTHLDKQEWNPTMNKNQLRNGLRQSVVQSGMLEAGVDRIISQVVDPKLNHIFRPQIERAIHEFLAAQKKAAVPAPPPEPEGQDPPAPSQDTS. Result: 0 (no interaction). (3) The miRNA is hsa-miR-6784-3p with sequence UCUCACCCCAACUCUGCCCCAG. The protein sequence of the target gene is MSEGESKDSSGSECPVCYEKFRDLEGASRTLSCGHVFCHDCLVKYLLSTRVDGQVQRTLVCPICRYVTFLSKKSSRWPSMLDKSSQTLAVPVGLPSVPPLDSLGHTNPLAASSPAWRPPPGQARPPGSPGQSAQLPLDLLPSLPRESQIFVISRHGMPLGEQDSVLPRRSLAELSEASLAPRSARAFCCRSRALLLITLIAVVAVVAAILPWVLLVRKQA. Result: 0 (no interaction). (4) The miRNA is mmu-miR-24-3p with sequence UGGCUCAGUUCAGCAGGAACAG. The protein sequence of the target gene is MSQMLHIEIPNFGNTVLGCLNEQRLLGLYCDVSIVVKGQAFKAHRAVLAASSLYFRDLFSGNSKSAFELPGTVPPACFQQILSFCYTGKLTMAASEQLVVMYTAGFLQIQHIVERGTDLMFKVSSPHCDSQTAMIEDASSEPQSPCNQLQPATAAYVTSPSVPIPLLTRVKHEAMEMPPASGPGLASKRPLETGPRDGVAVATGAAGTPGTAPLKLPRVSYYGVPSLATLIPSIQQVPYPPGERTSPGASSLPTTDSPTSYHNEEDEEDDEAYDTMVEEQYGQMYIKATGNYAVQEKPEP.... Result: 1 (interaction).